This data is from Catalyst prediction with 721,799 reactions and 888 catalyst types from USPTO. The task is: Predict which catalyst facilitates the given reaction. Reactant: C(N(CC)CC)C.[CH2:8]1[C:21]2[C:20](=[O:22])[C:19]3[C:14](=[CH:15][CH:16]=[CH:17][CH:18]=3)[NH:13][C:12]=2[CH2:11][CH2:10][CH2:9]1.[S:23](O[S:23]([C:26]([F:29])([F:28])[F:27])(=[O:25])=[O:24])([C:26]([F:29])([F:28])[F:27])(=[O:25])=[O:24]. Product: [F:27][C:26]([F:29])([F:28])[S:23]([O:22][C:20]1[C:19]2[C:14]([N:13]=[C:12]3[C:21]=1[CH2:8][CH2:9][CH2:10][CH2:11]3)=[CH:15][CH:16]=[CH:17][CH:18]=2)(=[O:25])=[O:24]. The catalyst class is: 2.